The task is: Predict which catalyst facilitates the given reaction.. This data is from Catalyst prediction with 721,799 reactions and 888 catalyst types from USPTO. (1) Reactant: Cl.[F:2][C:3]1[CH:8]=[C:7]([F:9])[CH:6]=[CH:5][C:4]=1[N:10]1[N:18]=[C:17](N)[C:16]2[C@H:15]3[CH2:20][C@H:12]([CH2:13][CH2:14]3)[C:11]1=2.N([O-])=O.[Na+].[I-:25].[K+]. Product: [I:25][C:17]1[C:16]2[C@H:15]3[CH2:20][C@H:12]([CH2:13][CH2:14]3)[C:11]=2[N:10]([C:4]2[CH:5]=[CH:6][C:7]([F:9])=[CH:8][C:3]=2[F:2])[N:18]=1. The catalyst class is: 126. (2) Reactant: [Br:1][C:2]1[CH:3]=[N:4][CH:5]=[C:6]([CH:9]=1)[CH:7]=[O:8].[C:10]1([O:16][C:17](Cl)=[O:18])[CH:15]=[CH:14][CH:13]=[CH:12][CH:11]=1.[Br-].[CH2:21]([Zn+])[C:22]1[CH:27]=[CH:26][CH:25]=[CH:24][CH:23]=1.[Cl-].[NH4+]. Product: [CH2:21]([CH:9]1[C:6]([CH:7]=[O:8])=[CH:5][N:4]([C:17]([O:16][C:10]2[CH:15]=[CH:14][CH:13]=[CH:12][CH:11]=2)=[O:18])[CH:3]=[C:2]1[Br:1])[C:22]1[CH:27]=[CH:26][CH:25]=[CH:24][CH:23]=1. The catalyst class is: 1. (3) Reactant: C(O)=O.[NH2:4][CH2:5][CH2:6][C:7]1[CH:36]=[CH:35][C:10]([NH:11][CH:12]2[CH2:17][CH2:16][N:15]([C:18]([NH:20][CH2:21][CH:22]([C:29]3[CH:34]=[CH:33][CH:32]=[CH:31][CH:30]=3)[C:23]3[CH:28]=[CH:27][CH:26]=[CH:25][CH:24]=3)=[O:19])[CH2:14][CH2:13]2)=[CH:9][CH:8]=1.C([Si]([O:54][C:55]1[CH:60]=[CH:59][C:58]([O:61][CH2:62][CH:63]2[CH2:65][O:64]2)=[CH:57][CH:56]=1)(C1C=CC=CC=1)C1C=CC=CC=1)(C)(C)C. Product: [C:29]1([CH:22]([C:23]2[CH:24]=[CH:25][CH:26]=[CH:27][CH:28]=2)[CH2:21][NH:20][C:18]([N:15]2[CH2:16][CH2:17][CH:12]([NH:11][C:10]3[CH:9]=[CH:8][C:7]([CH2:6][CH2:5][NH:4][CH2:65][C@H:63]([OH:64])[CH2:62][O:61][C:58]4[CH:59]=[CH:60][C:55]([OH:54])=[CH:56][CH:57]=4)=[CH:36][CH:35]=3)[CH2:13][CH2:14]2)=[O:19])[CH:30]=[CH:31][CH:32]=[CH:33][CH:34]=1. The catalyst class is: 147. (4) Reactant: C(O[N:4]=[C:5]1[C:14]2[C:9](=[CH:10][C:11]([O:15][CH3:16])=[CH:12][CH:13]=2)[O:8][CH:7]([C:17]2[CH:26]=[CH:25][C:20]([C:21]([O:23][CH3:24])=[O:22])=[CH:19][N:18]=2)[CH2:6]1)C. Product: [NH2:4][CH:5]1[C:14]2[C:9](=[CH:10][C:11]([O:15][CH3:16])=[CH:12][CH:13]=2)[O:8][CH:7]([C:17]2[CH:26]=[CH:25][C:20]([C:21]([O:23][CH3:24])=[O:22])=[CH:19][N:18]=2)[CH2:6]1. The catalyst class is: 227. (5) Reactant: C(OC(=O)[NH:10][C@@H:11]([CH3:25])[CH2:12][NH:13][C:14]1[CH:19]=[CH:18][C:17]([O:20][C:21]([F:24])([F:23])[F:22])=[CH:16][CH:15]=1)C1C=CC=CC=1. Product: [F:22][C:21]([F:23])([F:24])[O:20][C:17]1[CH:16]=[CH:15][C:14]([NH:13][CH2:12][C@@H:11]([NH2:10])[CH3:25])=[CH:19][CH:18]=1. The catalyst class is: 29.